From a dataset of Forward reaction prediction with 1.9M reactions from USPTO patents (1976-2016). Predict the product of the given reaction. (1) Given the reactants [CH3:1][C:2]1([CH3:16])[O:6][C:5](=[O:7])[CH:4]([CH:8]([CH2:12][CH2:13][CH2:14][CH3:15])[C:9]([OH:11])=O)[O:3]1.[C:17]([O:21][C:22](=[O:28])[C@@H:23]1[CH2:27][CH2:26][CH2:25][NH:24]1)([CH3:20])([CH3:19])[CH3:18].CCN(C(C)C)C(C)C.C1CN([P+](ON2N=NC3C=CC=CC2=3)(N2CCCC2)N2CCCC2)CC1.F[P-](F)(F)(F)(F)F, predict the reaction product. The product is: [CH3:16][C:2]1([CH3:1])[O:6][C:5](=[O:7])[CH:4]([CH:8]([C:9]([N:24]2[CH2:25][CH2:26][CH2:27][C@H:23]2[C:22]([O:21][C:17]([CH3:20])([CH3:19])[CH3:18])=[O:28])=[O:11])[CH2:12][CH2:13][CH2:14][CH3:15])[O:3]1. (2) Given the reactants [CH3:1][S:2]([N:5]1[CH2:10][CH:9]([CH3:11])[NH:8][CH:7]([CH3:12])[CH2:6]1)(=[O:4])=[O:3].Br[CH2:14][C:15]1[S:23][C:22]2[C:21]([N:24]3[CH2:29][CH2:28][O:27][CH2:26][CH2:25]3)=[N:20][C:19]([Cl:30])=[N:18][C:17]=2[C:16]=1[CH3:31].C(=O)([O-])[O-].[K+].[K+], predict the reaction product. The product is: [Cl:30][C:19]1[N:20]=[C:21]([N:24]2[CH2:29][CH2:28][O:27][CH2:26][CH2:25]2)[C:22]2[S:23][C:15]([CH2:14][N:8]3[C@H:9]([CH3:11])[CH2:10][N:5]([S:2]([CH3:1])(=[O:3])=[O:4])[CH2:6][C@@H:7]3[CH3:12])=[C:16]([CH3:31])[C:17]=2[N:18]=1. (3) Given the reactants Cl[C:2]1[N:7]=[C:6]([NH:8][C:9]2[CH:18]=[CH:17][CH:16]=[CH:15][C:10]=2[C:11](NC)=[O:12])[C:5]([Cl:19])=[CH:4][N:3]=1.[NH2:20][C:21]1[C:34]([O:35][CH3:36])=[CH:33][C:24]2[CH2:25][CH2:26][N:27]([CH2:30][CH2:31][OH:32])[CH2:28][CH2:29][C:23]=2[CH:22]=1.C(N)(=O)C1C=CC=CC=1.[CH3:46][O:47][CH2:48][CH2:49][OH:50], predict the reaction product. The product is: [CH3:46][O:47][CH2:48][CH2:49][O:50][C:11](=[O:12])[C:10]1[CH:15]=[CH:16][CH:17]=[CH:18][C:9]=1[NH:8][C:6]1[C:5]([Cl:19])=[CH:4][N:3]=[C:2]([NH:20][C:21]2[C:34]([O:35][CH3:36])=[CH:33][C:24]3[CH2:25][CH2:26][N:27]([CH2:30][CH2:31][OH:32])[CH2:28][CH2:29][C:23]=3[CH:22]=2)[N:7]=1. (4) Given the reactants C(OC([N:8]1[CH2:13][CH2:12][N:11]([CH2:14][CH2:15][NH:16][C:17]2[CH:22]=[CH:21][N:20]=[C:19]3[O:23][C:24]([C:32]4[CH:37]=[CH:36][C:35]([O:38][CH2:39][CH2:40][N:41]([CH:45]([CH3:47])[CH3:46])[CH:42]([CH3:44])[CH3:43])=[CH:34][CH:33]=4)=[C:25]([C:26]4[CH:31]=[CH:30][CH:29]=[CH:28][CH:27]=4)[C:18]=23)[CH2:10][CH2:9]1)=O)(C)(C)C.FC(F)(F)C(O)=O, predict the reaction product. The product is: [CH:45]([N:41]([CH:42]([CH3:44])[CH3:43])[CH2:40][CH2:39][O:38][C:35]1[CH:34]=[CH:33][C:32]([C:24]2[O:23][C:19]3=[N:20][CH:21]=[CH:22][C:17]([NH:16][CH2:15][CH2:14][N:11]4[CH2:10][CH2:9][NH:8][CH2:13][CH2:12]4)=[C:18]3[C:25]=2[C:26]2[CH:31]=[CH:30][CH:29]=[CH:28][CH:27]=2)=[CH:37][CH:36]=1)([CH3:47])[CH3:46]. (5) The product is: [Cl:24][C:12]1[CH:13]=[C:14]2[C:9](=[C:10]([N:25]([CH3:27])[CH3:26])[CH:11]=1)[N:8]=[C:7]([N:28]([CH3:29])[CH3:30])[C:6]([C:4]([OH:5])=[O:3])=[C:15]2[CH2:16][C:17]1[CH:22]=[CH:21][CH:20]=[CH:19][C:18]=1[Cl:23]. Given the reactants C([O:3][C:4]([C:6]1[C:7]([N:28]([CH3:30])[CH3:29])=[N:8][C:9]2[C:14]([C:15]=1[CH2:16][C:17]1[CH:22]=[CH:21][CH:20]=[CH:19][C:18]=1[Cl:23])=[CH:13][C:12]([Cl:24])=[CH:11][C:10]=2[N:25]([CH3:27])[CH3:26])=[O:5])C.[OH-].[Na+], predict the reaction product. (6) Given the reactants [C:1]([C:3]([C:6]1[CH:7]=[C:8]([CH:12]=[CH:13][CH:14]=1)[C:9](O)=[O:10])([CH3:5])[CH3:4])#[N:2].C(Cl)(=O)C([Cl:18])=O.CN(C)C=O, predict the reaction product. The product is: [C:1]([C:3]([C:6]1[CH:7]=[C:8]([CH:12]=[CH:13][CH:14]=1)[C:9]([Cl:18])=[O:10])([CH3:5])[CH3:4])#[N:2]. (7) Given the reactants [Cl:1][C:2]1[CH:7]=[C:6]([Cl:8])[CH:5]=[CH:4][C:3]=1[C:9]1([NH:12][C:13]2[C:14]3[N:15]([CH:21]=[CH:22][CH:23]=3)[N:16]=[CH:17][C:18]=2[C:19]#[N:20])[CH2:11][CH2:10]1.[NH4+].[OH-:25].OO, predict the reaction product. The product is: [Cl:1][C:2]1[CH:7]=[C:6]([Cl:8])[CH:5]=[CH:4][C:3]=1[C:9]1([NH:12][C:13]2[C:14]3[N:15]([CH:21]=[CH:22][CH:23]=3)[N:16]=[CH:17][C:18]=2[C:19]([NH2:20])=[O:25])[CH2:10][CH2:11]1. (8) Given the reactants [C:1]([O:4][C@@H:5]1[C@@H:10]([O:11][C:12](=[O:14])[CH3:13])[C@H:9]([O:15][C:16](=[O:18])[CH3:17])[C@@H:8]([O:19]/[C:20](/[C:29]([O:31][CH2:32][CH3:33])=[O:30])=[CH:21]\[C:22]2[CH:27]=[CH:26][CH:25]=[CH:24][C:23]=2F)[O:7][C@H:6]1[CH2:34][O:35][C:36](=[O:38])[CH3:37])(=[O:3])[CH3:2].[CH3:39][O:40]C1C=C(CC(=O)C(OCC)=O)C=CC=1.[H-].[Na+].[Br-].C(O[C@@H]1[C@@H](OC(=O)C)[C@H](OC(=O)C)[C@@H](COC(=O)C)O[C@@H]1O)(=O)C, predict the reaction product. The product is: [C:1]([O:4][C@@H:5]1[C@@H:10]([O:11][C:12](=[O:14])[CH3:13])[C@H:9]([O:15][C:16](=[O:18])[CH3:17])[C@@H:8]([O:19]/[C:20](/[C:29]([O:31][CH2:32][CH3:33])=[O:30])=[CH:21]\[C:22]2[CH:27]=[CH:26][CH:25]=[C:24]([O:40][CH3:39])[CH:23]=2)[O:7][C@H:6]1[CH2:34][O:35][C:36](=[O:38])[CH3:37])(=[O:3])[CH3:2]. (9) Given the reactants [F:1][C:2]1[C:11]2[C:6](=[CH:7][CH:8]=[CH:9][CH:10]=2)[CH:5]=[CH:4][CH:3]=1.[Cl:12][S:13](O)(=[O:15])=[O:14].O, predict the reaction product. The product is: [F:1][C:2]1[C:11]2[C:6](=[CH:7][CH:8]=[CH:9][CH:10]=2)[C:5]([S:13]([Cl:12])(=[O:15])=[O:14])=[CH:4][CH:3]=1. (10) The product is: [OH:22][CH2:21][CH2:20][C@H:19]([NH:18][C:16]([C:37]1[CH:38]=[C:39]([C:40]2[CH:58]=[CH:57][CH:56]=[C:55]([O:54][CH3:52])[CH:60]=2)[CH:81]=[CH:82][C:36]=1[O:45][CH2:44][CH3:43])=[O:17])[CH2:24][C:25]1[C:34]2[C:29](=[CH:30][CH:31]=[CH:32][CH:33]=2)[CH:28]=[CH:27][CH:26]=1. Given the reactants C1C2C(CO[C:16]([NH:18][C@H:19]([CH2:24][C:25]3[C:34]4[C:29](=[CH:30][CH:31]=[CH:32][CH:33]=4)[CH:28]=[CH:27][CH:26]=3)[CH2:20][C:21](O)=[O:22])=[O:17])C3C(=CC=CC=3)C=2C=CC=1.N1[CH:40]=[CH:39][CH:38]=[CH:37][CH:36]=1.ClC1C=C(Cl)C=C[C:43]=1[C:44](Cl)=[O:45].[CH2:52]([O:54][C:55]1[CH:60]=C[C:58](C2C=CC=C(OC)C=2)=[CH:57][C:56]=1C(O)=O)C.CN(C(ON1N=N[C:82]2C=CC=N[C:81]1=2)=[N+](C)C)C.F[P-](F)(F)(F)(F)F.CN1CCOCC1, predict the reaction product.